From a dataset of Forward reaction prediction with 1.9M reactions from USPTO patents (1976-2016). Predict the product of the given reaction. Given the reactants [CH3:1][C:2]([CH:5]1[CH2:13][C:12]2[C:7](=[CH:8][CH:9]=[C:10]([N:14]3[CH2:18][C@H:17]([CH2:19][OH:20])[O:16][C:15]3=[O:21])[CH:11]=2)[N:6]1[C:22]([O:24][CH2:25][C:26]1[CH:31]=[CH:30][CH:29]=[CH:28][CH:27]=1)=[O:23])([CH3:4])[CH3:3].C(N(CC)CC)C.[CH3:39][S:40](Cl)(=[O:42])=[O:41], predict the reaction product. The product is: [CH3:4][C:2]([CH:5]1[CH2:13][C:12]2[C:7](=[CH:8][CH:9]=[C:10]([N:14]3[CH2:18][C@H:17]([CH2:19][O:20][S:40]([CH3:39])(=[O:42])=[O:41])[O:16][C:15]3=[O:21])[CH:11]=2)[N:6]1[C:22]([O:24][CH2:25][C:26]1[CH:27]=[CH:28][CH:29]=[CH:30][CH:31]=1)=[O:23])([CH3:1])[CH3:3].